From a dataset of Forward reaction prediction with 1.9M reactions from USPTO patents (1976-2016). Predict the product of the given reaction. (1) Given the reactants [Cl:1][C:2]1[N:7]=[CH:6][C:5]([C:8]2[CH:9]=[CH:10][C:11]3[N:12]([C:14](I)=[C:15]([NH:17][C:18](=[O:20])[CH3:19])[N:16]=3)[N:13]=2)=[CH:4][C:3]=1[NH:22][S:23]([C:26]1[CH:31]=[CH:30][CH:29]=[C:28]([O:32][CH:33]([F:35])[F:34])[CH:27]=1)(=[O:25])=[O:24].[N:36]1[CH:41]=[CH:40][C:39](B(O)O)=[CH:38][CH:37]=1.C(=O)([O-])[O-].[Na+].[Na+].O1CCOCC1, predict the reaction product. The product is: [Cl:1][C:2]1[N:7]=[CH:6][C:5]([C:8]2[CH:9]=[CH:10][C:11]3[N:12]([C:14]([C:39]4[CH:40]=[CH:41][N:36]=[CH:37][CH:38]=4)=[C:15]([NH:17][C:18](=[O:20])[CH3:19])[N:16]=3)[N:13]=2)=[CH:4][C:3]=1[NH:22][S:23]([C:26]1[CH:31]=[CH:30][CH:29]=[C:28]([O:32][CH:33]([F:35])[F:34])[CH:27]=1)(=[O:25])=[O:24]. (2) Given the reactants [Br:1][C:2]1[CH:3]=[C:4]2[C:8](=[CH:9][CH:10]=1)[CH:7]([C:11](=[CH2:15])[C:12]([OH:14])=[O:13])[CH2:6][CH2:5]2.[C:16]([OH:19])(=[S:18])[CH3:17], predict the reaction product. The product is: [C:16]([S:18][CH2:15][CH:11]([CH:7]1[C:8]2[C:4](=[CH:3][C:2]([Br:1])=[CH:10][CH:9]=2)[CH2:5][CH2:6]1)[C:12]([OH:14])=[O:13])(=[O:19])[CH3:17]. (3) Given the reactants [Cl:1][C:2]1[C:9]([C:10]#[C:11][Si](C)(C)C)=[C:8](F)[CH:7]=[CH:6][C:3]=1[C:4]#[N:5].[CH3:17][S:18][CH2:19][C@@H:20]([NH2:22])[CH3:21].CCN(C(C)C)C(C)C, predict the reaction product. The product is: [Cl:1][C:2]1[C:9]([C:10]#[CH:11])=[C:8]([NH:22][C@@H:20]([CH3:21])[CH2:19][S:18][CH3:17])[CH:7]=[CH:6][C:3]=1[C:4]#[N:5]. (4) Given the reactants [C-]#N.[Na+].Br[C:5]1[CH:6]=[N:7][C:8]2[C:13]([CH:14]=1)=[CH:12][CH:11]=[CH:10][CH:9]=2.[CH3:15][NH:16]CCNC.[OH-].[NH4+], predict the reaction product. The product is: [N:7]1[C:8]2[C:13](=[CH:12][CH:11]=[CH:10][CH:9]=2)[CH:14]=[C:5]([C:15]#[N:16])[CH:6]=1. (5) Given the reactants [CH:1]1([CH:4]([C:7](=[O:9])[CH3:8])[C:5]#N)[CH2:3][CH2:2]1.[C:10](Cl)(=[O:12])[CH3:11].CC[OH:16], predict the reaction product. The product is: [CH:1]1([CH:4]([C:7](=[O:9])[CH3:8])[C:5]([O:12][CH2:10][CH3:11])=[O:16])[CH2:3][CH2:2]1.